Dataset: NCI-60 drug combinations with 297,098 pairs across 59 cell lines. Task: Regression. Given two drug SMILES strings and cell line genomic features, predict the synergy score measuring deviation from expected non-interaction effect. (1) Drug 1: C1CCC(C1)C(CC#N)N2C=C(C=N2)C3=C4C=CNC4=NC=N3. Drug 2: C(CC(=O)O)C(=O)CN.Cl. Cell line: KM12. Synergy scores: CSS=22.9, Synergy_ZIP=-0.210, Synergy_Bliss=0.388, Synergy_Loewe=-18.2, Synergy_HSA=1.83. (2) Drug 1: CC1=C(C=C(C=C1)NC2=NC=CC(=N2)N(C)C3=CC4=NN(C(=C4C=C3)C)C)S(=O)(=O)N.Cl. Drug 2: C1CNP(=O)(OC1)N(CCCl)CCCl. Cell line: HCT116. Synergy scores: CSS=-1.44, Synergy_ZIP=-0.206, Synergy_Bliss=-3.76, Synergy_Loewe=-4.53, Synergy_HSA=-4.75. (3) Drug 1: C1=CC(=CC=C1C#N)C(C2=CC=C(C=C2)C#N)N3C=NC=N3. Drug 2: CCC1(CC2CC(C3=C(CCN(C2)C1)C4=CC=CC=C4N3)(C5=C(C=C6C(=C5)C78CCN9C7C(C=CC9)(C(C(C8N6C=O)(C(=O)OC)O)OC(=O)C)CC)OC)C(=O)OC)O.OS(=O)(=O)O. Synergy scores: CSS=32.7, Synergy_ZIP=-3.33, Synergy_Bliss=-5.44, Synergy_Loewe=-20.8, Synergy_HSA=-5.39. Cell line: MOLT-4. (4) Drug 1: C1=CC(=C2C(=C1NCCNCCO)C(=O)C3=C(C=CC(=C3C2=O)O)O)NCCNCCO. Drug 2: CC(C)CN1C=NC2=C1C3=CC=CC=C3N=C2N. Cell line: TK-10. Synergy scores: CSS=36.0, Synergy_ZIP=5.68, Synergy_Bliss=6.62, Synergy_Loewe=-11.0, Synergy_HSA=5.65. (5) Drug 1: C1=CC(=CC=C1CC(C(=O)O)N)N(CCCl)CCCl.Cl. Drug 2: C(CCl)NC(=O)N(CCCl)N=O. Cell line: HOP-62. Synergy scores: CSS=19.6, Synergy_ZIP=2.29, Synergy_Bliss=12.3, Synergy_Loewe=-1.22, Synergy_HSA=7.06.